The task is: Regression/Classification. Given a drug SMILES string, predict its absorption, distribution, metabolism, or excretion properties. Task type varies by dataset: regression for continuous measurements (e.g., permeability, clearance, half-life) or binary classification for categorical outcomes (e.g., BBB penetration, CYP inhibition). Dataset: b3db_classification.. This data is from Blood-brain barrier permeability classification from the B3DB database. The molecule is COc1ccc(CCNCCCC(C#N)(c2ccc(OC)c(OC)c2)C(C)C)cc1OC. The result is 1 (penetrates BBB).